From a dataset of Full USPTO retrosynthesis dataset with 1.9M reactions from patents (1976-2016). Predict the reactants needed to synthesize the given product. (1) Given the product [CH3:1][O:2][C:3]([C:4]1[CH:5]=[N:6][C:7]2[S:13][CH2:14][C:15](=[O:16])[NH:10][C:8]=2[CH:9]=1)=[O:19], predict the reactants needed to synthesize it. The reactants are: [CH3:1][O:2][C:3](=[O:19])[C:4]1[CH:9]=[C:8]([N+:10]([O-])=O)[C:7]([S:13][CH2:14][C:15](OC)=[O:16])=[N:6][CH:5]=1. (2) The reactants are: [C:1]1([C:21]2[CH:26]=[CH:25][CH:24]=[CH:23][CH:22]=2)[CH:6]=[CH:5][C:4]([CH2:7][C:8]2[C:12]3[NH:13][C:14]([C:16]([O:18]CC)=[O:17])=[CH:15][C:11]=3[CH2:10][CH:9]=2)=[CH:3][CH:2]=1.[OH-].[Na+]. Given the product [C:1]1([C:21]2[CH:26]=[CH:25][CH:24]=[CH:23][CH:22]=2)[CH:2]=[CH:3][C:4]([CH2:7][CH:8]2[C:12]3[NH:13][C:14]([C:16]([OH:18])=[O:17])=[CH:15][C:11]=3[CH2:10][CH2:9]2)=[CH:5][CH:6]=1, predict the reactants needed to synthesize it. (3) Given the product [OH:27][CH2:26][C:2]1[CH:3]=[C:4]2[CH2:10][N:9]([C:11]([O:13][CH2:14][C:15]3[CH:20]=[C:19]([C:21]([F:22])([F:24])[F:23])[CH:18]=[C:17]([Cl:25])[CH:16]=3)=[O:12])[CH2:8][CH2:7][CH2:6][N:5]2[N:1]=1, predict the reactants needed to synthesize it. The reactants are: [N:1]1[N:5]2[CH2:6][CH2:7][CH2:8][N:9]([C:11]([O:13][CH2:14][C:15]3[CH:20]=[C:19]([C:21]([F:24])([F:23])[F:22])[CH:18]=[C:17]([Cl:25])[CH:16]=3)=[O:12])[CH2:10][C:4]2=[CH:3][C:2]=1[C:26](OCC)=[O:27].[BH4-].[Li+]. (4) Given the product [Br:15][CH:8]([CH3:9])[C:7](=[O:10])[CH:2]([CH3:1])[C:3]([O:5][CH3:6])=[O:4], predict the reactants needed to synthesize it. The reactants are: [CH3:1][CH:2]([C:7](=[O:10])[CH2:8][CH3:9])[C:3]([O:5][CH3:6])=[O:4].C(Cl)(Cl)Cl.[Br:15]Br. (5) Given the product [N:10]1[CH:9]=[C:14]2[C:13]([N:17]=[CH:16][NH:15]2)=[N:12][CH:11]=1, predict the reactants needed to synthesize it. The reactants are: C1CCC(CO[C:9]2[C:14]3[NH:15][CH:16]=[N:17][C:13]=3[N:12]=[C:11](F)[N:10]=2)CC1.CCCCO.NC1C=CC=CC=1.FC(F)(F)C(O)=O. (6) Given the product [CH2:3]([NH:10][C:11](=[O:39])[N:12]([C:14]1[CH:15]=[C:16]([C:20]2[CH:25]=[CH:24][C:23]([CH2:26][CH2:27][C:28]([OH:30])=[O:29])=[CH:22][C:21]=2[O:32][CH2:33][CH2:34][C:35]([F:37])([F:38])[F:36])[CH:17]=[CH:18][CH:19]=1)[CH3:13])[CH2:4][CH2:5][CH2:6][CH2:7][CH2:8][CH3:9], predict the reactants needed to synthesize it. The reactants are: [OH-].[Na+].[CH2:3]([NH:10][C:11](=[O:39])[N:12]([C:14]1[CH:15]=[C:16]([C:20]2[CH:25]=[CH:24][C:23]([CH2:26][CH2:27][C:28]([O:30]C)=[O:29])=[CH:22][C:21]=2[O:32][CH2:33][CH2:34][C:35]([F:38])([F:37])[F:36])[CH:17]=[CH:18][CH:19]=1)[CH3:13])[CH2:4][CH2:5][CH2:6][CH2:7][CH2:8][CH3:9]. (7) The reactants are: C(C(C(C(O)=O)O)O)(O)=[O:2].[Cl:11]C1C=CC2CCNC[C@H](C)C=2C=1.[Cl:24][C:25]1[CH:26]=[CH:27][C:28]2[CH2:34][CH2:33][NH:32][CH2:31][C@H:30]([CH3:35])[C:29]=2[CH:36]=1.C(=O)([O-])[O-].[K+].[K+].Cl.O.[Cl:45][C:46]1[CH:47]=[CH:48][C:49]2[CH2:55][CH2:54][NH:53][CH2:52][C@H:51]([CH3:56])[C:50]=2[CH:57]=1.[Cl:58]C1C=CC2CCNC[C@H](C)C=2C=1. Given the product [OH2:2].[ClH:11].[Cl:24][C:25]1[CH:26]=[CH:27][C:28]2[CH2:34][CH2:33][NH:32][CH2:31][C@H:30]([CH3:35])[C:29]=2[CH:36]=1.[Cl:45][C:46]1[CH:47]=[CH:48][C:49]2[CH2:55][CH2:54][NH:53][CH2:52][C@H:51]([CH3:56])[C:50]=2[CH:57]=1.[ClH:58], predict the reactants needed to synthesize it. (8) Given the product [CH3:2][O:3][CH:4]=[C:31]1[CH2:36][CH2:35][CH:34]([C:37]([O:39][CH3:40])=[O:38])[CH2:33][CH2:32]1, predict the reactants needed to synthesize it. The reactants are: [Cl-].[CH3:2][O:3][CH2:4][P+](C1C=CC=CC=1)(C1C=CC=CC=1)C1C=CC=CC=1.CC(C)([O-])C.[K+].O=[C:31]1[CH2:36][CH2:35][CH:34]([C:37]([O:39][CH3:40])=[O:38])[CH2:33][CH2:32]1.[Cl-].[NH4+]. (9) Given the product [CH3:26][C:24]1[CH:25]=[C:20]([C:18]2[CH:17]=[N:16][N:15]([CH:12]3[CH2:11][CH2:10][NH:1][C:9](=[O:5])[CH2:14][CH2:13]3)[CH:19]=2)[CH:21]=[C:22]([NH:27][C:28]2[N:33]=[C:32]([C:34]([F:35])([F:36])[F:37])[CH:31]=[CH:30][N:29]=2)[CH:23]=1, predict the reactants needed to synthesize it. The reactants are: [N-:1]=[N+]=[N-].[Na+].[O:5]1[C:9]2([CH2:14][CH2:13][CH:12]([N:15]3[CH:19]=[C:18]([C:20]4[CH:21]=[C:22]([NH:27][C:28]5[N:33]=[C:32]([C:34]([F:37])([F:36])[F:35])[CH:31]=[CH:30][N:29]=5)[CH:23]=[C:24]([CH3:26])[CH:25]=4)[CH:17]=[N:16]3)[CH2:11][CH2:10]2)OCC1.CS(O)(=O)=O.[OH-].[Na+]. (10) Given the product [CH2:1]([CH:3]([C:6]1[C:10]([CH2:11][CH2:12][CH2:13][O:14][C:26]2[C:27]([CH3:37])=[N:28][CH:29]=[CH:30][C:31]=2[CH2:32][C:33]([OH:35])=[O:34])=[CH:9][N:8]([C:15]2[CH:20]=[CH:19][C:18]([C:21]([F:23])([F:24])[F:22])=[CH:17][N:16]=2)[N:7]=1)[CH2:4][CH3:5])[CH3:2], predict the reactants needed to synthesize it. The reactants are: [CH2:1]([CH:3]([C:6]1[C:10]([CH2:11][CH2:12][CH2:13][OH:14])=[CH:9][N:8]([C:15]2[CH:20]=[CH:19][C:18]([C:21]([F:24])([F:23])[F:22])=[CH:17][N:16]=2)[N:7]=1)[CH2:4][CH3:5])[CH3:2].O[C:26]1[C:27]([CH3:37])=[N:28][CH:29]=[CH:30][C:31]=1[CH2:32][C:33]([O:35]C)=[O:34].C(P(CCCC)CCCC)CCC.N(C(N1CCCCC1)=O)=NC(N1CCCCC1)=O.